This data is from NCI-60 drug combinations with 297,098 pairs across 59 cell lines. The task is: Regression. Given two drug SMILES strings and cell line genomic features, predict the synergy score measuring deviation from expected non-interaction effect. (1) Drug 1: CC1C(C(=O)NC(C(=O)N2CCCC2C(=O)N(CC(=O)N(C(C(=O)O1)C(C)C)C)C)C(C)C)NC(=O)C3=C4C(=C(C=C3)C)OC5=C(C(=O)C(=C(C5=N4)C(=O)NC6C(OC(=O)C(N(C(=O)CN(C(=O)C7CCCN7C(=O)C(NC6=O)C(C)C)C)C)C(C)C)C)N)C. Drug 2: C1CN(CCN1C(=O)CCBr)C(=O)CCBr. Cell line: KM12. Synergy scores: CSS=24.1, Synergy_ZIP=-3.51, Synergy_Bliss=3.99, Synergy_Loewe=-0.542, Synergy_HSA=5.94. (2) Drug 1: C1C(C(OC1N2C=NC3=C(N=C(N=C32)Cl)N)CO)O. Drug 2: C(CN)CNCCSP(=O)(O)O. Cell line: K-562. Synergy scores: CSS=47.9, Synergy_ZIP=9.61, Synergy_Bliss=6.34, Synergy_Loewe=-57.7, Synergy_HSA=5.79.